From a dataset of Full USPTO retrosynthesis dataset with 1.9M reactions from patents (1976-2016). Predict the reactants needed to synthesize the given product. (1) The reactants are: [Br:1][C:2]1[C:3]([C:14]([O:16][CH3:17])=[O:15])=[CH:4][C:5]2[O:10][C@@H:9]([CH2:11][OH:12])[CH2:8][O:7][C:6]=2[CH:13]=1.[H-].[Na+].[CH2:20](Br)[C:21]1[CH:26]=[CH:25][CH:24]=[CH:23][CH:22]=1. Given the product [CH2:20]([O:12][CH2:11][C@H:9]1[CH2:8][O:7][C:6]2[CH:13]=[C:2]([Br:1])[C:3]([C:14]([O:16][CH3:17])=[O:15])=[CH:4][C:5]=2[O:10]1)[C:21]1[CH:26]=[CH:25][CH:24]=[CH:23][CH:22]=1, predict the reactants needed to synthesize it. (2) Given the product [F:1][C:2]1[CH:3]=[CH:4][C:5]([C:8](=[N:10][O:11][CH2:19][C:20]([O:22][CH2:23][CH3:24])=[O:21])[CH3:9])=[CH:6][CH:7]=1, predict the reactants needed to synthesize it. The reactants are: [F:1][C:2]1[CH:7]=[CH:6][C:5]([C:8](=[N:10][OH:11])[CH3:9])=[CH:4][CH:3]=1.C(=O)([O-])[O-].[Cs+].[Cs+].Br[CH2:19][C:20]([O:22][CH2:23][CH3:24])=[O:21].[I-].[K+]. (3) Given the product [CH3:1][C:2]1[CH:7]=[C:6]([N+:8]([O-:10])=[O:9])[CH:5]=[CH:4][C:3]=1[N:11]=[C:12]1[N:16]([CH2:27][CH:28]([CH3:30])[CH3:29])[C@@H:15]([CH2:17][C:18]2[NH:19][CH:20]=[C:21]([CH2:23][CH:24]([CH3:26])[CH3:25])[N:22]=2)[CH2:14][S:13]1, predict the reactants needed to synthesize it. The reactants are: [CH3:1][C:2]1[CH:7]=[C:6]([N+:8]([O-:10])=[O:9])[CH:5]=[CH:4][C:3]=1[N:11]=[C:12]1[NH:16][C@@H:15]([CH2:17][C:18]2[NH:19][CH:20]=[C:21]([CH2:23][CH:24]([CH3:26])[CH3:25])[N:22]=2)[CH2:14][S:13]1.[CH2:27](Br)[CH:28]([CH3:30])[CH3:29]. (4) Given the product [CH2:3]1[C:4]2[C:9](=[CH:8][CH:7]=[CH:6][CH:5]=2)[CH:10]=[C:2]1[C:54]([C:53]1[CH:60]=[CH:61][CH:62]=[C:51]([C@@H:21]2[O:22][C@H:23]([CH2:42][O:43][CH2:44][C:45]3[CH:46]=[CH:47][CH:48]=[CH:49][CH:50]=3)[C@@H:24]([O:34][CH2:35][C:36]3[CH:37]=[CH:38][CH:39]=[CH:40][CH:41]=3)[C@H:25]([O:26][CH2:27][C:28]3[CH:33]=[CH:32][CH:31]=[CH:30][CH:29]=3)[C@H:20]2[O:19][CH2:12][C:13]2[CH:14]=[CH:15][CH:16]=[CH:17][CH:18]=2)[CH:52]=1)=[O:55], predict the reactants needed to synthesize it. The reactants are: Br[C:2]1[CH2:3][C:4]2[C:9]([CH:10]=1)=[CH:8][CH:7]=[CH:6][CH:5]=2.[Mg].[CH2:12]([O:19][C@@H:20]1[C@@H:25]([O:26][CH2:27][C:28]2[CH:33]=[CH:32][CH:31]=[CH:30][CH:29]=2)[C@H:24]([O:34][CH2:35][C:36]2[CH:41]=[CH:40][CH:39]=[CH:38][CH:37]=2)[C@@H:23]([CH2:42][O:43][CH2:44][C:45]2[CH:50]=[CH:49][CH:48]=[CH:47][CH:46]=2)[O:22][C@H:21]1[C:51]1[CH:52]=[C:53]([CH:60]=[CH:61][CH:62]=1)[C:54](N(C)OC)=[O:55])[C:13]1[CH:18]=[CH:17][CH:16]=[CH:15][CH:14]=1.O. (5) Given the product [CH3:1][O:2][C:3]1[CH:4]=[CH:5][C:6]([C:9]2[C:14]3[CH:15]=[CH:16][O:17][C:13]=3[C:12]([CH:18]=[O:27])=[CH:11][CH:10]=2)=[CH:7][CH:8]=1, predict the reactants needed to synthesize it. The reactants are: [CH3:1][O:2][C:3]1[CH:8]=[CH:7][C:6]([C:9]2[C:14]3[CH:15]=[CH:16][O:17][C:13]=3[C:12]([CH3:18])=[CH:11][CH:10]=2)=[CH:5][CH:4]=1.C(Cl)(Cl)(Cl)Cl.C1C(=O)N(Br)C(=[O:27])C1.OP([O-])([O-])=O.[K+].[K+].